From a dataset of Reaction yield outcomes from USPTO patents with 853,638 reactions. Predict the reaction yield, written as a fraction of the theoretical maximum amount of product (1.0 means a 100% yield; for example, 0.34 means a 34% yield). (1) The reactants are [CH3:1][O:2][C:3]1[CH:25]=[CH:24][C:6]([CH2:7][NH:8][C:9]2[C:18]3[C:13](=[CH:14][CH:15]=[C:16]([C:19]([O:21]CC)=[O:20])[CH:17]=3)[CH:12]=[CH:11][N:10]=2)=[CH:5][CH:4]=1.[OH-].[Na+]. The catalyst is CO. The product is [CH3:1][O:2][C:3]1[CH:4]=[CH:5][C:6]([CH2:7][NH:8][C:9]2[C:18]3[C:13](=[CH:14][CH:15]=[C:16]([C:19]([OH:21])=[O:20])[CH:17]=3)[CH:12]=[CH:11][N:10]=2)=[CH:24][CH:25]=1. The yield is 0.830. (2) The reactants are Br[C:2]1[N:3]=[C:4]([C:11]([O:13][CH2:14][CH3:15])=[O:12])[N:5]2[CH:10]=[CH:9][CH:8]=[CH:7][C:6]=12.[F:16][C:17]1[CH:22]=[CH:21][C:20](B(O)O)=[CH:19][CH:18]=1.[O-]P([O-])([O-])=O.[K+].[K+].[K+]. The catalyst is O1CCOCC1.O.C1C=CC(P(C2C=CC=CC=2)[C-]2C=CC=C2)=CC=1.C1C=CC(P(C2C=CC=CC=2)[C-]2C=CC=C2)=CC=1.Cl[Pd]Cl.[Fe+2]. The product is [F:16][C:17]1[CH:22]=[CH:21][C:20]([C:2]2[N:3]=[C:4]([C:11]([O:13][CH2:14][CH3:15])=[O:12])[N:5]3[CH:10]=[CH:9][CH:8]=[CH:7][C:6]=23)=[CH:19][CH:18]=1. The yield is 0.860. (3) The reactants are [NH2:1][C:2]1[CH:10]=[C:9]([Br:11])[C:8]([F:12])=[CH:7][C:3]=1[C:4](O)=[O:5].[NH2:13][C:14](N)=[O:15]. The catalyst is O. The product is [Br:11][C:9]1[CH:10]=[C:2]2[C:3]([C:4](=[O:5])[NH:13][C:14](=[O:15])[NH:1]2)=[CH:7][C:8]=1[F:12]. The yield is 0.510. (4) The reactants are [C:1]([O:5][C:6]([NH:8][C@H:9]([CH3:13])[C:10](O)=[O:11])=[O:7])([CH3:4])([CH3:3])[CH3:2].C(Cl)CCl.C1C=CC2N(O)N=[N:24]C=2C=1.N.O1CCOCC1.CN1CCOCC1. The catalyst is C(Cl)Cl. The product is [NH2:24][C:10](=[O:11])[C@H:9]([NH:8][C:6](=[O:7])[O:5][C:1]([CH3:4])([CH3:3])[CH3:2])[CH3:13]. The yield is 0.230. (5) The reactants are [CH2:1]([O:3][C:4](=[O:12])[C:5]1[CH:10]=[CH:9][C:8]([NH2:11])=[CH:7][CH:6]=1)[CH3:2].[CH:13]([C:15]1[CH:16]=[C:17]([CH:20]=[CH:21][CH:22]=1)[C:18]#[N:19])=O.O.[O-]S(C(F)(F)F)(=O)=O.[Yb+3].[O-]S(C(F)(F)F)(=O)=O.[O-]S(C(F)(F)F)(=O)=O.[CH2:49]=[C:50]([CH3:52])[CH3:51]. The catalyst is C(#N)C. The product is [CH2:1]([O:3][C:4]([C:5]1[CH:10]=[C:9]2[C:8](=[CH:7][CH:6]=1)[NH:11][CH:13]([C:15]1[CH:22]=[CH:21][CH:20]=[C:17]([C:18]#[N:19])[CH:16]=1)[CH2:49][C:50]2([CH3:52])[CH3:51])=[O:12])[CH3:2]. The yield is 0.450. (6) The reactants are C([Li])CCC.[N:6]1[CH:11]=[CH:10][C:9]([CH:12]=[O:13])=[CH:8][CH:7]=1.[C:14]1([O:22][CH3:23])[C:15](=[CH:18][CH:19]=[CH:20][CH:21]=1)[O:16][CH3:17]. The catalyst is C1(C)C=CC=CC=1. The product is [OH:13][CH:12]([C:9]1[CH:10]=[CH:11][N:6]=[CH:7][CH:8]=1)[C:21]1[CH:20]=[CH:19][CH:18]=[C:15]([O:16][CH3:17])[C:14]=1[O:22][CH3:23]. The yield is 0.810. (7) The reactants are C[O:2][C:3](=[O:22])[C:4]1[CH:9]=[CH:8][C:7]([O:10][CH3:11])=[C:6]([NH:12][C:13]([NH:15][C:16]2[CH:21]=[N:20][CH:19]=[CH:18][N:17]=2)=[O:14])[CH:5]=1.[OH-].[Li+].Cl. The catalyst is CO. The product is [CH3:11][O:10][C:7]1[CH:8]=[CH:9][C:4]([C:3]([OH:22])=[O:2])=[CH:5][C:6]=1[NH:12][C:13]([NH:15][C:16]1[CH:21]=[N:20][CH:19]=[CH:18][N:17]=1)=[O:14]. The yield is 0.580. (8) The reactants are [F:1][C:2]([F:23])([F:22])[C:3]1[CH:4]=[C:5]([CH2:20]O)[CH:6]=[CH:7][C:8]=1[O:9][C:10]1[CH:15]=[CH:14][CH:13]=[C:12]([C:16]([F:19])([F:18])[F:17])[CH:11]=1.S(Cl)([Cl:26])=O. The catalyst is C(Cl)Cl. The product is [Cl:26][CH2:20][C:5]1[CH:6]=[CH:7][C:8]([O:9][C:10]2[CH:15]=[CH:14][CH:13]=[C:12]([C:16]([F:19])([F:18])[F:17])[CH:11]=2)=[C:3]([C:2]([F:23])([F:22])[F:1])[CH:4]=1. The yield is 1.09.